Dataset: Peptide-MHC class II binding affinity with 134,281 pairs from IEDB. Task: Regression. Given a peptide amino acid sequence and an MHC pseudo amino acid sequence, predict their binding affinity value. This is MHC class II binding data. (1) The peptide sequence is YCDMMSLNLTIVSVS. The MHC is DRB1_0401 with pseudo-sequence DRB1_0401. The binding affinity (normalized) is 0.451. (2) The peptide sequence is DKELYPLASLRSLFG. The MHC is DRB5_0101 with pseudo-sequence DRB5_0101. The binding affinity (normalized) is 0.530. (3) The peptide sequence is YDKFLAMVSTVLTGK. The MHC is DRB1_1101 with pseudo-sequence DRB1_1101. The binding affinity (normalized) is 0.603. (4) The peptide sequence is DVYYTSAFVFPTKDV. The MHC is DRB1_0401 with pseudo-sequence DRB1_0401. The binding affinity (normalized) is 0.716. (5) The MHC is DRB1_1201 with pseudo-sequence DRB1_1201. The peptide sequence is DGYFLKIKVTAASPM. The binding affinity (normalized) is 0.354. (6) The peptide sequence is RSKFLLMDALKLSIE. The MHC is DRB1_0802 with pseudo-sequence DRB1_0802. The binding affinity (normalized) is 0.181.